Dataset: Catalyst prediction with 721,799 reactions and 888 catalyst types from USPTO. Task: Predict which catalyst facilitates the given reaction. (1) Reactant: [CH2:1]1[CH:9]2[N:4]([CH2:5][CH2:6][C:7]3[NH:12][C:11]4[N:13]=[CH:14][CH:15]=[CH:16][C:10]=4[C:8]=32)[CH2:3][CH2:2]1.[OH-].[K+].[F:19][C:20]([F:30])([F:29])[C:21]1[CH:26]=[CH:25][C:24]([CH:27]=[CH2:28])=[CH:23][N:22]=1. Product: [F:30][C:20]([F:19])([F:29])[C:21]1[N:22]=[CH:23][C:24]([CH2:27][CH2:28][N:12]2[C:7]3[CH2:6][CH2:5][N:4]4[CH:9]([C:8]=3[C:10]3[CH:16]=[CH:15][CH:14]=[N:13][C:11]2=3)[CH2:1][CH2:2][CH2:3]4)=[CH:25][CH:26]=1. The catalyst class is: 179. (2) Reactant: [CH3:1][C:2]1[N:3]=[N:4][N:5]([CH2:7][C:8]([OH:10])=[O:9])[CH:6]=1.[CH2:11](O)[CH3:12]. Product: [CH2:11]([O:9][C:8](=[O:10])[CH2:7][N:5]1[CH:6]=[C:2]([CH3:1])[N:3]=[N:4]1)[CH3:12]. The catalyst class is: 65. (3) Reactant: [CH2:1]([OH:4])[CH2:2][OH:3].[H-].[Na+].[Br:7][C:8]1[CH:9]=[CH:10][C:11]2[C:12]3[N:20]=[C:19]([Cl:21])[N:18]=[C:17](Cl)[C:13]=3[NH:14][C:15]=2[CH:16]=1. Product: [Br:7][C:8]1[CH:9]=[CH:10][C:11]2[C:12]3[N:20]=[C:19]([Cl:21])[N:18]=[C:17]([O:3][CH2:2][CH2:1][OH:4])[C:13]=3[NH:14][C:15]=2[CH:16]=1. The catalyst class is: 1. (4) Reactant: [CH3:1][C:2]1[CH:7]=[CH:6][C:5]([SH:8])=[CH:4][CH:3]=1.Cl.Cl[CH2:11][CH2:12][NH2:13].C([O-])([O-])=O.[Cs+].[Cs+].CCOC(C)=O. Product: [C:2]1([CH3:1])[CH:7]=[CH:6][C:5]([S:8][CH2:11][CH2:12][NH2:13])=[CH:4][CH:3]=1. The catalyst class is: 144.